From a dataset of Experimentally validated miRNA-target interactions with 360,000+ pairs, plus equal number of negative samples. Binary Classification. Given a miRNA mature sequence and a target amino acid sequence, predict their likelihood of interaction. (1) The miRNA is hsa-miR-3975 with sequence UGAGGCUAAUGCACUACUUCAC. The protein sequence of the target gene is MEDIDQSSLVSSSADSPPRPPPAFKYQFVTEPEDEEDEEDEEEEEDDEDLEELEVLERKPAAGLSAAPVPPAAAPLLDFSSDSVPPAPRGPLPAAPPTAPERQPSWERSPAASAPSLPPAAAVLPSKLPEDDEPPARPPAPAGASPLAEPAAPPSTPAAPKRRGSGSVDETLFALPAASEPVIPSSAEKIMDLKEQPGNTVSSGQEDFPSVLFETAASLPSLSPLSTVSFKEHGYLGNLSAVASTEGTIEETLNEASRELPERATNPFVNRESAEFSVLEYSEMGSSFNGSPKGESAMLV.... Result: 0 (no interaction). (2) The miRNA is mmu-miR-340-5p with sequence UUAUAAAGCAAUGAGACUGAUU. The protein sequence of the target gene is MGEQPIFTTRAHVFQIDPNTKKNWMPASKQAVTVSYFYDVTRNSYRIISVDGAKVIINSTITPNMTFTKTSQKFGQWADSRANTVFGLGFSSEQQLTKFAEKFQEVKEAAKIAKDKTQEKIETSSNHSQESGRETPSSTQASSVNGTDDEKASHAGPANTHLKSENDKLKIALTQSAANVKKWEIELQTLRESNARLTTALQESAASVEQWKRQFSICRDENDRLRNKIDELEEQCSEINREKEKNTQLKRRIEELEAELREKETELKDLRKQSEIIPQLMSECEYVSEKLEAAERDNQN.... Result: 0 (no interaction).